Dataset: Catalyst prediction with 721,799 reactions and 888 catalyst types from USPTO. Task: Predict which catalyst facilitates the given reaction. (1) Reactant: [Br:1][C:2]1[CH:6]=[N:5][N:4]([CH3:7])[C:3]=1[C:8]1[CH:9]=[C:10]([NH2:21])[CH:11]=[CH:12][C:13]=1[O:14][C@@H:15]1[CH2:19][CH2:18][N:17]([CH3:20])[CH2:16]1.[F:22][C:23]1[CH:24]=[C:25]([CH:29]=[CH:30][C:31]=1[F:32])[C:26](Cl)=[O:27].C(N(CC)CC)C. Product: [Br:1][C:2]1[CH:6]=[N:5][N:4]([CH3:7])[C:3]=1[C:8]1[CH:9]=[C:10]([NH:21][C:26](=[O:27])[C:25]2[CH:29]=[CH:30][C:31]([F:32])=[C:23]([F:22])[CH:24]=2)[CH:11]=[CH:12][C:13]=1[O:14][C@@H:15]1[CH2:19][CH2:18][N:17]([CH3:20])[CH2:16]1. The catalyst class is: 1. (2) Reactant: [CH3:1][C:2]1[CH:31]=[CH:30][CH:29]=[C:28]([CH3:32])[C:3]=1[C:4]([NH:6][C@H:7]([C:22]1[CH:27]=[CH:26][CH:25]=[CH:24][CH:23]=1)[C:8]12[N:14](C(OC(C)(C)C)=O)[CH:11]([CH2:12][CH2:13]1)[CH2:10][CH2:9]2)=[O:5].Cl. Product: [C:8]12([C@@H:7]([C:22]3[CH:23]=[CH:24][CH:25]=[CH:26][CH:27]=3)[NH:6][C:4](=[O:5])[C:3]3[C:28]([CH3:32])=[CH:29][CH:30]=[CH:31][C:2]=3[CH3:1])[NH:14][CH:11]([CH2:10][CH2:9]1)[CH2:12][CH2:13]2. The catalyst class is: 5. (3) Reactant: [CH2:1]([C@@:4]1([CH3:35])[CH2:9][C@H:8]([C:10]2[CH:15]=[CH:14][CH:13]=[C:12]([Cl:16])[CH:11]=2)[C@@H:7]([C:17]2[CH:22]=[CH:21][C:20]([Cl:23])=[CH:19][N:18]=2)[N:6]([C@@H:24]([CH2:32][CH3:33])[CH2:25][N:26]2[CH2:31][CH2:30][O:29][CH2:28][CH2:27]2)[C:5]1=[O:34])[CH:2]=C.I([O-])(=O)(=O)=[O:37].[Na+]. Product: [Cl:16][C:12]1[CH:11]=[C:10]([C@@H:8]2[C@@H:7]([C:17]3[CH:22]=[CH:21][C:20]([Cl:23])=[CH:19][N:18]=3)[N:6]([C@@H:24]([CH2:32][CH3:33])[CH2:25][N:26]3[CH2:31][CH2:30][O:29][CH2:28][CH2:27]3)[C:5](=[O:34])[C@:4]([CH2:1][CH:2]=[O:37])([CH3:35])[CH2:9]2)[CH:15]=[CH:14][CH:13]=1. The catalyst class is: 822. (4) Reactant: [CH:1]([C:3]1[CH:8]=[CH:7][C:6]([C:9]2[CH:10]=[C:11]3[C:17]([NH:18][C:19]([C:21]4[CH:22]=[N:23][N:24]([CH2:26][C:27]5[CH:32]=[CH:31][CH:30]=[CH:29][CH:28]=5)[CH:25]=4)=[O:20])=[CH:16][NH:15][C:12]3=[N:13][CH:14]=2)=[CH:5][CH:4]=1)=O.[CH3:33][O:34][CH2:35][CH2:36][NH:37][CH3:38].CC(O)=O. Product: [CH3:33][O:34][CH2:35][CH2:36][N:37]([CH2:1][C:3]1[CH:4]=[CH:5][C:6]([C:9]2[CH:10]=[C:11]3[C:17]([NH:18][C:19]([C:21]4[CH:22]=[N:23][N:24]([CH2:26][C:27]5[CH:32]=[CH:31][CH:30]=[CH:29][CH:28]=5)[CH:25]=4)=[O:20])=[CH:16][NH:15][C:12]3=[N:13][CH:14]=2)=[CH:7][CH:8]=1)[CH3:38]. The catalyst class is: 3. (5) Reactant: C(=O)([O-])[O-].[K+].[K+].Br[CH:8]([C@H:25]1[CH2:30][CH2:29][C@H:28]([N:31]2[C:39](=[O:40])[C:38]3[C:33](=[CH:34][CH:35]=[CH:36][CH:37]=3)[C:32]2=[O:41])[CH2:27][CH2:26]1)[C:9]([NH:11][C:12]1[CH:13]=[N:14][C:15]2[C:20]([C:21]=1[OH:22])=[N:19][C:18]([O:23][CH3:24])=[CH:17][CH:16]=2)=[O:10].ClCCl.CO. Product: [CH3:24][O:23][C:18]1[N:19]=[C:20]2[C:15](=[CH:16][CH:17]=1)[N:14]=[CH:13][C:12]1[NH:11][C:9](=[O:10])[CH:8]([C@H:25]3[CH2:30][CH2:29][C@H:28]([N:31]4[C:32](=[O:41])[C:33]5[C:38](=[CH:37][CH:36]=[CH:35][CH:34]=5)[C:39]4=[O:40])[CH2:27][CH2:26]3)[O:22][C:21]2=1. The catalyst class is: 9. (6) Reactant: [Li]CCCC.[CH3:6][N:7]([CH3:22])[S:8]([N:11]1[CH:15]=[CH:14][N:13]=[C:12]1[N:16]1[CH2:21][CH2:20][O:19][CH2:18][CH2:17]1)(=[O:10])=[O:9].[CH3:23][C:24](OC(C)=O)=[O:25].[NH4+].[Cl-]. Product: [C:24]([C:15]1[N:11]([S:8]([N:7]([CH3:22])[CH3:6])(=[O:10])=[O:9])[C:12]([N:16]2[CH2:21][CH2:20][O:19][CH2:18][CH2:17]2)=[N:13][CH:14]=1)(=[O:25])[CH3:23]. The catalyst class is: 1.